Dataset: Full USPTO retrosynthesis dataset with 1.9M reactions from patents (1976-2016). Task: Predict the reactants needed to synthesize the given product. (1) Given the product [Cl:33][C:34]1[CH:35]=[CH:36][C:37]([CH:40]2[NH:44][C:43]([C:45]3[CH:50]=[CH:49][C:48]([O:51][CH3:52])=[CH:47][C:46]=3[O:53][CH2:54][CH3:55])=[N:42][CH:41]2[CH2:56][CH:57]([CH3:58])[CH3:61])=[CH:38][CH:39]=1, predict the reactants needed to synthesize it. The reactants are: ClC1C=CC(C(N)C(N)CC(C)C)=CC=1.Cl.C(OC1C=C(OC)C=CC=1C(=N)OCC)C.[Cl:33][C:34]1[CH:39]=[CH:38][C:37]([CH:40]2[NH:44][C:43]([C:45]3[CH:50]=[CH:49][C:48]([O:51][CH3:52])=[CH:47][C:46]=3[O:53][CH2:54][CH3:55])=[N:42][CH:41]2[CH2:56][CH:57]2[CH2:61]CC[CH2:58]2)=[CH:36][CH:35]=1. (2) Given the product [C:16]1([C:3]2[C:2]([N:22]3[CH2:27][CH2:26][NH:25][CH2:24][CH2:23]3)=[N:11][C:10]3[C:5](=[CH:6][CH:7]=[C:8]([C:12]([O:14][CH3:15])=[O:13])[CH:9]=3)[N:4]=2)[CH:21]=[CH:20][CH:19]=[CH:18][CH:17]=1, predict the reactants needed to synthesize it. The reactants are: Br[C:2]1[C:3]([C:16]2[CH:21]=[CH:20][CH:19]=[CH:18][CH:17]=2)=[N:4][C:5]2[C:10]([N:11]=1)=[CH:9][C:8]([C:12]([O:14][CH3:15])=[O:13])=[CH:7][CH:6]=2.[NH:22]1[CH2:27][CH2:26][NH:25][CH2:24][CH2:23]1. (3) Given the product [CH3:10][O:9][C:7]([CH:6]1[CH2:11][CH:12]([OH:14])[CH2:13][CH:4]([C:3]([O:2][CH3:1])=[O:15])[CH2:5]1)=[O:8], predict the reactants needed to synthesize it. The reactants are: [CH3:1][O:2][C:3](=[O:15])[C:4]1[CH:13]=[C:12]([OH:14])[CH:11]=[C:6]([C:7]([O:9][CH3:10])=[O:8])[CH:5]=1.C(O)(=O)C. (4) Given the product [NH2:24][C:4]1[S:5][C:6]([C:7]2[S:8][C:9]([S:12]([NH:15][CH2:16][CH2:17][N:18]3[CH2:19][CH2:20][O:21][CH2:22][CH2:23]3)(=[O:14])=[O:13])=[CH:10][CH:11]=2)=[C:2]([CH3:1])[N:3]=1, predict the reactants needed to synthesize it. The reactants are: [CH3:1][C:2]1[N:3]=[C:4]([NH:24]C(=O)C)[S:5][C:6]=1[C:7]1[S:8][C:9]([S:12]([NH:15][CH2:16][CH2:17][N:18]2[CH2:23][CH2:22][O:21][CH2:20][CH2:19]2)(=[O:14])=[O:13])=[CH:10][CH:11]=1.Cl.CCO. (5) Given the product [C:1]1([S:7]([CH2:8][Cl:9])=[O:13])[CH:6]=[CH:5][CH:4]=[CH:3][CH:2]=1, predict the reactants needed to synthesize it. The reactants are: [C:1]1([S:7][CH2:8][Cl:9])[CH:6]=[CH:5][CH:4]=[CH:3][CH:2]=1.C1C(=O)N(Br)C(=[O:13])C1. (6) Given the product [N:5]1[CH:6]=[CH:7][C:2]([C:22]2[CH:30]=[C:29]3[C:25]([C:26]([NH:39][C:40](=[O:44])[CH2:41][CH2:42][CH3:43])=[N:27][N:28]3[CH2:31][O:32][CH2:33][CH2:34][Si:35]([CH3:38])([CH3:36])[CH3:37])=[CH:24][CH:23]=2)=[CH:3][CH:4]=1, predict the reactants needed to synthesize it. The reactants are: I[C:2]1[CH:7]=[CH:6][N:5]=[CH:4][CH:3]=1.C(=O)([O-])[O-].[Na+].[Na+].CC1(C)C(C)(C)OB([C:22]2[CH:30]=[C:29]3[C:25]([C:26]([NH:39][C:40](=[O:44])[CH2:41][CH2:42][CH3:43])=[N:27][N:28]3[CH2:31][O:32][CH2:33][CH2:34][Si:35]([CH3:38])([CH3:37])[CH3:36])=[CH:24][CH:23]=2)O1. (7) Given the product [CH:40]1([C:2]2[CH:9]=[C:8]([F:10])[C:7]([CH2:11][O:12][CH3:13])=[CH:6][C:3]=2[C:4]#[N:5])[CH2:41][CH2:42][CH2:37]1, predict the reactants needed to synthesize it. The reactants are: Br[C:2]1[CH:9]=[C:8]([F:10])[C:7]([CH2:11][O:12][CH3:13])=[CH:6][C:3]=1[C:4]#[N:5].[CH:41]1(P([CH:37]2[CH2:42][CH2:41][CH2:40]CC2)C2C=CC=CC=2C2C(OC)=CC=CC=2OC)[CH2:40]CC[CH2:37][CH2:42]1.[Br-].C1([Zn+])CCC1. (8) Given the product [C:2]([C@H:3]1[N:25]([CH2:23][C:12]2[CH:13]=[CH:14][C:9]([O:8][CH3:7])=[CH:10][CH:11]=2)[C:39](=[O:40])[C@H:38]1[O:37][CH2:30][C:31]1[CH:36]=[CH:35][CH:34]=[CH:33][CH:32]=1)([CH3:6])([CH3:5])[CH3:1], predict the reactants needed to synthesize it. The reactants are: [CH3:1][C:2]([CH3:6])([CH3:5])[CH:3]=O.[CH3:7][O:8][C:9]1[CH:14]=[CH:13][C:12](N)=[CH:11][CH:10]=1.[O-]S([O-])(=O)=O.[Na+].[Na+].[CH2:23]([N:25](CC)CC)C.[CH2:30]([O:37][CH2:38][C:39](Cl)=[O:40])[C:31]1[CH:36]=[CH:35][CH:34]=[CH:33][CH:32]=1.